This data is from Peptide-MHC class II binding affinity with 134,281 pairs from IEDB. The task is: Regression. Given a peptide amino acid sequence and an MHC pseudo amino acid sequence, predict their binding affinity value. This is MHC class II binding data. (1) The peptide sequence is KMMGVPLQCSA. The MHC is HLA-DPA10201-DPB10501 with pseudo-sequence HLA-DPA10201-DPB10501. The binding affinity (normalized) is 0.179. (2) The peptide sequence is PQEKAPDIGELFGLK. The MHC is DRB1_0101 with pseudo-sequence DRB1_0101. The binding affinity (normalized) is 0.399. (3) The peptide sequence is EGSSIGKLFTQTMKG. The MHC is DRB3_0202 with pseudo-sequence DRB3_0202. The binding affinity (normalized) is 0. (4) The peptide sequence is RVVASLMRGLSSRKR. The MHC is H-2-IEd with pseudo-sequence H-2-IEd. The binding affinity (normalized) is 0.422. (5) The peptide sequence is HAAIGAYLEEQEQWK. The MHC is HLA-DQA10601-DQB10402 with pseudo-sequence HLA-DQA10601-DQB10402. The binding affinity (normalized) is 0.289. (6) The peptide sequence is CGSTDEYCSPDHNCQ. The MHC is DRB1_0101 with pseudo-sequence DRB1_0101. The binding affinity (normalized) is 0.0474. (7) The peptide sequence is AIKFDFSTGLIIQGL. The MHC is DRB1_1101 with pseudo-sequence DRB1_1101. The binding affinity (normalized) is 0.318. (8) The peptide sequence is AQGKAFYEAVAKAHQ. The MHC is DRB3_0202 with pseudo-sequence DRB3_0202. The binding affinity (normalized) is 0.253.